From a dataset of Full USPTO retrosynthesis dataset with 1.9M reactions from patents (1976-2016). Predict the reactants needed to synthesize the given product. (1) Given the product [CH3:1][O:2][C:3]([C@@H:5]1[C@@H:9]([CH:10]=[O:11])[CH2:8][N:7]([C:12]([O:14][C:15]([CH3:18])([CH3:17])[CH3:16])=[O:13])[CH2:6]1)=[O:4], predict the reactants needed to synthesize it. The reactants are: [CH3:1][O:2][C:3]([C@@H:5]1[C@@H:9]([CH2:10][OH:11])[CH2:8][N:7]([C:12]([O:14][C:15]([CH3:18])([CH3:17])[CH3:16])=[O:13])[CH2:6]1)=[O:4]. (2) Given the product [CH3:2][O:3][C:4]1[CH:5]=[C:6]([C:12]2[C:13]([CH3:25])([CH3:24])[C:14](=[O:23])[N:15]([CH:17]3[CH2:22][CH2:21][N:20]([S:36]([C:28]4[C:29]([CH3:35])=[C:30]([CH3:34])[CH:31]=[C:32]([CH3:33])[C:27]=4[CH3:26])(=[O:38])=[O:37])[CH2:19][CH2:18]3)[N:16]=2)[CH:7]=[CH:8][C:9]=1[O:10][CH3:11], predict the reactants needed to synthesize it. The reactants are: Cl.[CH3:2][O:3][C:4]1[CH:5]=[C:6]([C:12]2[C:13]([CH3:25])([CH3:24])[C:14](=[O:23])[N:15]([CH:17]3[CH2:22][CH2:21][NH:20][CH2:19][CH2:18]3)[N:16]=2)[CH:7]=[CH:8][C:9]=1[O:10][CH3:11].[CH3:26][C:27]1[C:32]([CH3:33])=[CH:31][C:30]([CH3:34])=[C:29]([CH3:35])[C:28]=1[S:36](Cl)(=[O:38])=[O:37]. (3) Given the product [C:12]([C:9]1[CH:10]=[C:11]2[C:6](=[CH:7][C:8]=1[O:14][CH2:15][CH2:16][CH2:17][N:18]1[CH2:23][CH2:22][N:21]([CH3:24])[CH2:20][CH2:19]1)[N:5]=[CH:4][CH:3]=[C:2]2[O:36][C:31]1[CH:32]=[C:33]2[C:28](=[CH:29][CH:30]=1)[NH:27][C:26]([CH3:25])=[C:34]2[CH3:35])#[N:13], predict the reactants needed to synthesize it. The reactants are: Cl[C:2]1[C:11]2[C:6](=[CH:7][C:8]([O:14][CH2:15][CH2:16][CH2:17][N:18]3[CH2:23][CH2:22][N:21]([CH3:24])[CH2:20][CH2:19]3)=[C:9]([C:12]#[N:13])[CH:10]=2)[N:5]=[CH:4][CH:3]=1.[CH3:25][C:26]1[NH:27][C:28]2[C:33]([C:34]=1[CH3:35])=[CH:32][C:31]([OH:36])=[CH:30][CH:29]=2. (4) Given the product [F:40][C:36]1[CH:35]=[C:34]([N:32]([S:29]([N:5]([CH2:4][C:3]([OH:41])=[O:2])[CH2:6][C:7]2[CH:8]=[CH:9][C:10]([O:13][CH2:14][CH2:15][C:16]3[N:17]=[C:18]([C:22]4[CH:23]=[CH:24][C:25]([CH3:28])=[CH:26][CH:27]=4)[O:19][C:20]=3[CH3:21])=[CH:11][CH:12]=2)(=[O:31])=[O:30])[CH3:33])[CH:39]=[CH:38][CH:37]=1, predict the reactants needed to synthesize it. The reactants are: C[O:2][C:3](=[O:41])[CH2:4][N:5]([S:29]([N:32]([C:34]1[CH:39]=[CH:38][CH:37]=[C:36]([F:40])[CH:35]=1)[CH3:33])(=[O:31])=[O:30])[CH2:6][C:7]1[CH:12]=[CH:11][C:10]([O:13][CH2:14][CH2:15][C:16]2[N:17]=[C:18]([C:22]3[CH:27]=[CH:26][C:25]([CH3:28])=[CH:24][CH:23]=3)[O:19][C:20]=2[CH3:21])=[CH:9][CH:8]=1.O.[OH-].[Li+]. (5) Given the product [CH3:1][C:2]([CH3:20])([CH2:8][CH2:9][CH2:10][CH2:11][CH2:12][O:13][CH:14]1[CH2:19][CH2:18][CH2:17][CH2:16][O:15]1)[CH2:3][OH:4], predict the reactants needed to synthesize it. The reactants are: [CH3:1][C:2]([CH3:20])([CH2:8][CH2:9][CH2:10][CH2:11][CH2:12][O:13][CH:14]1[CH2:19][CH2:18][CH2:17][CH2:16][O:15]1)[C:3](OCC)=[O:4].[H-].C([Al+]CC(C)C)C(C)C.C(C(C(C([O-])=O)O)O)([O-])=O.[Na+].[K+]. (6) The reactants are: [NH:1]1[CH2:6][CH2:5][CH2:4][CH2:3][CH:2]1[C:7]([O:9][CH2:10][CH3:11])=[O:8].C(N(CC)C(C)C)(C)C.Cl[C:22](=[O:27])[C:23]([O:25][CH3:26])=[O:24]. Given the product [O:27]=[C:22]([N:1]1[CH2:6][CH2:5][CH2:4][CH2:3][C@H:2]1[C:7]([O:9][CH2:10][CH3:11])=[O:8])[C:23](=[O:24])[O:25][CH3:26], predict the reactants needed to synthesize it.